From a dataset of Catalyst prediction with 721,799 reactions and 888 catalyst types from USPTO. Predict which catalyst facilitates the given reaction. (1) Reactant: N(C(OC(C)C)=O)=NC(OC(C)C)=O.[C:15]([O:19][C:20](=[O:33])[NH:21][C@@H:22]([CH3:32])[C:23]([N:25]1[CH2:30][CH2:29][CH:28]([OH:31])[CH2:27][CH2:26]1)=[O:24])([CH3:18])([CH3:17])[CH3:16].[Cl:34][C:35]1[CH:40]=[CH:39][C:38](O)=[CH:37][CH:36]=1.C1(P(C2C=CC=CC=2)C2C=CC=CC=2)C=CC=CC=1. Product: [C:15]([O:19][C:20](=[O:33])[NH:21][C@@H:22]([CH3:32])[C:23]([N:25]1[CH2:26][CH2:27][CH:28]([O:31][C:38]2[CH:39]=[CH:40][C:35]([Cl:34])=[CH:36][CH:37]=2)[CH2:29][CH2:30]1)=[O:24])([CH3:18])([CH3:16])[CH3:17]. The catalyst class is: 11. (2) Reactant: [C:1]([C:3](=[C:7](SC)[S:8][CH3:9])[C:4]([NH2:6])=[O:5])#[N:2].FC(F)(F)C(O)=O.[CH:19]1([NH:22][C:23](=[O:33])[C:24]2[CH:29]=[CH:28][C:27]([CH3:30])=[C:26]([NH:31][NH2:32])[CH:25]=2)[CH2:21][CH2:20]1.C(N(C(C)C)CC)(C)C. Product: [NH2:2][C:1]1[N:31]([C:26]2[CH:25]=[C:24]([C:23](=[O:33])[NH:22][CH:19]3[CH2:21][CH2:20]3)[CH:29]=[CH:28][C:27]=2[CH3:30])[N:32]=[C:7]([S:8][CH3:9])[C:3]=1[C:4]([NH2:6])=[O:5]. The catalyst class is: 8. (3) Reactant: [F-].C([N+](CCCC)(CCCC)CCCC)CCC.[Br:19][C:20]1[CH:21]=[C:22]([C:35]2[CH:40]=[CH:39][CH:38]=[CH:37][CH:36]=2)[CH:23]=[CH:24][C:25]=1[C:26]#[C:27][Si](C(C)(C)C)(C)C. Product: [Br:19][C:20]1[CH:21]=[C:22]([C:35]2[CH:36]=[CH:37][CH:38]=[CH:39][CH:40]=2)[CH:23]=[CH:24][C:25]=1[C:26]#[CH:27]. The catalyst class is: 1. (4) Reactant: O=[C:2]1[CH2:7][C@@H:6]([C:8]2[CH:13]=[CH:12][CH:11]=[CH:10][CH:9]=2)[O:5][C@@H:4]([C:14]2[CH:23]=[CH:22][C:17]([C:18]([O:20][CH3:21])=[O:19])=[CH:16][CH:15]=2)[CH2:3]1.C([O-])(=O)C.[Na+].Cl.[CH3:30][O:31][NH2:32]. Product: [CH3:30][O:31][N:32]=[C:2]1[CH2:7][C@@H:6]([C:8]2[CH:13]=[CH:12][CH:11]=[CH:10][CH:9]=2)[O:5][C@@H:4]([C:14]2[CH:23]=[CH:22][C:17]([C:18]([O:20][CH3:21])=[O:19])=[CH:16][CH:15]=2)[CH2:3]1. The catalyst class is: 5. (5) Reactant: [Br:1][C:2]1[CH:7]=[CH:6][N:5]=[C:4]([NH:8][C:9](=[O:11])[CH3:10])[CH:3]=1.[H-].[Na+].I[CH3:15].O. Product: [Br:1][C:2]1[CH:7]=[CH:6][N:5]=[C:4]([N:8]([CH3:15])[C:9](=[O:11])[CH3:10])[CH:3]=1. The catalyst class is: 3. (6) Reactant: [N:1]1[CH:6]=[CH:5][CH:4]=[C:3]([C:7]2[CH:8]=[CH:9][C:10]3[NH:16][C:15](=S)[CH2:14][CH2:13][CH2:12][C:11]=3[CH:18]=2)[CH:2]=1.[F:19][C:20]([F:26])([F:25])[C:21]([NH:23][NH2:24])=O.C1(O)CCCCC1.FC(F)(F)C(O)=O. Product: [N:1]1[CH:6]=[CH:5][CH:4]=[C:3]([C:7]2[CH:8]=[CH:9][C:10]3[N:16]4[C:21]([C:20]([F:26])([F:25])[F:19])=[N:23][N:24]=[C:15]4[CH2:14][CH2:13][CH2:12][C:11]=3[CH:18]=2)[CH:2]=1. The catalyst class is: 16.